From a dataset of hERG potassium channel inhibition data for cardiac toxicity prediction from Karim et al.. Regression/Classification. Given a drug SMILES string, predict its toxicity properties. Task type varies by dataset: regression for continuous values (e.g., LD50, hERG inhibition percentage) or binary classification for toxic/non-toxic outcomes (e.g., AMES mutagenicity, cardiotoxicity, hepatotoxicity). Dataset: herg_karim. (1) The molecule is C[C@@H]1c2ncn(-c3ccc(F)cn3)c2CCN1C(=O)c1cccc(C(F)(F)F)c1Cl. The result is 0 (non-blocker). (2) The compound is COCCCc1cc(Br)cc(CN(C(=O)C2CNCCC2c2ccn(C)c(=O)c2)C2CC2)c1. The result is 1 (blocker). (3) The compound is CC(=O)Nc1cc(Nc2cc(NC3CC3)n3ncc(C#N)c3n2)ncc1C. The result is 0 (non-blocker). (4) The molecule is Cc1ccc2c(-c3nnc(SCCCN4CC5CC5(c5ccc(Br)cc5)C4)n3C)cccc2n1. The result is 1 (blocker). (5) The result is 1 (blocker). The drug is CC(O)(c1ccc(CN2CCC3(CC2)OCc2cc(F)ncc23)cc1)c1ccc(F)c(F)c1. (6) The molecule is N#Cc1nc(CCCN2CCCCC2)cc(C2CCCCCC2)n1. The result is 1 (blocker).